From a dataset of Merck oncology drug combination screen with 23,052 pairs across 39 cell lines. Regression. Given two drug SMILES strings and cell line genomic features, predict the synergy score measuring deviation from expected non-interaction effect. (1) Synergy scores: synergy=6.47. Drug 2: CCc1c2c(nc3ccc(O)cc13)-c1cc3c(c(=O)n1C2)COC(=O)C3(O)CC. Drug 1: CCN(CC)CCNC(=O)c1c(C)[nH]c(C=C2C(=O)Nc3ccc(F)cc32)c1C. Cell line: OVCAR3. (2) Drug 1: N#Cc1ccc(Cn2cncc2CN2CCN(c3cccc(Cl)c3)C(=O)C2)cc1. Drug 2: O=C(NOCC(O)CO)c1ccc(F)c(F)c1Nc1ccc(I)cc1F. Cell line: HCT116. Synergy scores: synergy=27.1. (3) Cell line: KPL1. Drug 2: Cn1cc(-c2cnn3c(N)c(Br)c(C4CCCNC4)nc23)cn1. Synergy scores: synergy=23.6. Drug 1: COC1CC2CCC(C)C(O)(O2)C(=O)C(=O)N2CCCCC2C(=O)OC(C(C)CC2CCC(OP(C)(C)=O)C(OC)C2)CC(=O)C(C)C=C(C)C(O)C(OC)C(=O)C(C)CC(C)C=CC=CC=C1C. (4) Drug 1: C=CCn1c(=O)c2cnc(Nc3ccc(N4CCN(C)CC4)cc3)nc2n1-c1cccc(C(C)(C)O)n1. Drug 2: CCC1(O)C(=O)OCc2c1cc1n(c2=O)Cc2cc3c(CN(C)C)c(O)ccc3nc2-1. Cell line: A2058. Synergy scores: synergy=5.72. (5) Drug 1: CCN(CC)CCNC(=O)c1c(C)[nH]c(C=C2C(=O)Nc3ccc(F)cc32)c1C. Drug 2: O=C(O)C1(Cc2cccc(Nc3nccs3)n2)CCC(Oc2cccc(Cl)c2F)CC1. Cell line: UWB1289. Synergy scores: synergy=-0.992. (6) Drug 1: O=C(O)C1(Cc2cccc(Nc3nccs3)n2)CCC(Oc2cccc(Cl)c2F)CC1. Drug 2: Cn1c(=O)n(-c2ccc(C(C)(C)C#N)cc2)c2c3cc(-c4cnc5ccccc5c4)ccc3ncc21. Cell line: HT29. Synergy scores: synergy=26.0. (7) Drug 1: COC12C(COC(N)=O)C3=C(C(=O)C(C)=C(N)C3=O)N1CC1NC12. Drug 2: CCc1cnn2c(NCc3ccc[n+]([O-])c3)cc(N3CCCCC3CCO)nc12. Cell line: SW620. Synergy scores: synergy=9.13.